From a dataset of Merck oncology drug combination screen with 23,052 pairs across 39 cell lines. Regression. Given two drug SMILES strings and cell line genomic features, predict the synergy score measuring deviation from expected non-interaction effect. (1) Drug 2: CCc1cnn2c(NCc3ccc[n+]([O-])c3)cc(N3CCCCC3CCO)nc12. Drug 1: C=CCn1c(=O)c2cnc(Nc3ccc(N4CCN(C)CC4)cc3)nc2n1-c1cccc(C(C)(C)O)n1. Synergy scores: synergy=-3.33. Cell line: NCIH520. (2) Drug 1: C=CCn1c(=O)c2cnc(Nc3ccc(N4CCN(C)CC4)cc3)nc2n1-c1cccc(C(C)(C)O)n1. Drug 2: CCC1(O)C(=O)OCc2c1cc1n(c2=O)Cc2cc3c(CN(C)C)c(O)ccc3nc2-1. Cell line: SW837. Synergy scores: synergy=7.67. (3) Drug 1: Cc1nc(Nc2ncc(C(=O)Nc3c(C)cccc3Cl)s2)cc(N2CCN(CCO)CC2)n1. Drug 2: Cn1c(=O)n(-c2ccc(C(C)(C)C#N)cc2)c2c3cc(-c4cnc5ccccc5c4)ccc3ncc21. Cell line: SKOV3. Synergy scores: synergy=40.9. (4) Drug 1: CN1C(=O)C=CC2(C)C3CCC4(C)C(NC(=O)OCC(F)(F)F)CCC4C3CCC12. Drug 2: COc1cc(C2c3cc4c(cc3C(OC3OC5COC(C)OC5C(O)C3O)C3COC(=O)C23)OCO4)cc(OC)c1O. Cell line: NCIH1650. Synergy scores: synergy=1.12. (5) Drug 1: CCC1=CC2CN(C1)Cc1c([nH]c3ccccc13)C(C(=O)OC)(c1cc3c(cc1OC)N(C)C1C(O)(C(=O)OC)C(OC(C)=O)C4(CC)C=CCN5CCC31C54)C2. Drug 2: O=C(O)C1(Cc2cccc(Nc3nccs3)n2)CCC(Oc2cccc(Cl)c2F)CC1. Cell line: RKO. Synergy scores: synergy=-22.7. (6) Drug 1: CN1C(=O)C=CC2(C)C3CCC4(C)C(NC(=O)OCC(F)(F)F)CCC4C3CCC12. Drug 2: CCC1(O)C(=O)OCc2c1cc1n(c2=O)Cc2cc3c(CN(C)C)c(O)ccc3nc2-1. Cell line: ES2. Synergy scores: synergy=8.08.